This data is from Catalyst prediction with 721,799 reactions and 888 catalyst types from USPTO. The task is: Predict which catalyst facilitates the given reaction. (1) Reactant: C1([NH:7]C2CCCCC2)CCCCC1.C([N:21]1[CH2:29][C@H:27]([OH:28])[CH2:26][C@H:22]1[C:23]([OH:25])=O)(OC(C)(C)C)=O.[C:30](O[C:30]([O:32][C:33]([CH3:36])([CH3:35])[CH3:34])=[O:31])([O:32][C:33]([CH3:36])([CH3:35])[CH3:34])=[O:31].N1C=CC=CC=1.C(=O)(O)[O-].[NH4+]. Product: [C:30]([NH:7][C:23]([C@@H:22]1[CH2:26][C@@H:27]([OH:28])[CH2:29][NH:21]1)=[O:25])([O:32][C:33]([CH3:36])([CH3:35])[CH3:34])=[O:31]. The catalyst class is: 47. (2) Reactant: [Si](C=[N+]=[N-])(C)(C)[CH3:2].C[Si](C)(C)C.[NH2:13][C:14]1[C:22]([N+:23]([O-:25])=[O:24])=[CH:21][C:17]([C:18]([OH:20])=[O:19])=[C:16]([F:26])[C:15]=1[F:27].CO. Product: [CH3:2][O:19][C:18](=[O:20])[C:17]1[CH:21]=[C:22]([N+:23]([O-:25])=[O:24])[C:14]([NH2:13])=[C:15]([F:27])[C:16]=1[F:26]. The catalyst class is: 7. (3) Reactant: [F:1][C:2]1[CH:3]=[C:4]([NH2:16])[C:5]([NH2:15])=[CH:6][C:7]=1[N:8]1[CH2:13][CH2:12][N:11]([CH3:14])[CH2:10][CH2:9]1.C(N(CC)CC)C.C1[C:36]2[C:35](=[O:37])[C:34]3C(=CC=CC=3)C=2C(C(Cl)=O)=CC=1. Product: [CH:35]([O:37][CH:6]([CH3:5])[CH3:7])([CH3:36])[CH3:34].[NH2:16][C:4]1[CH:3]=[C:2]([F:1])[C:7]([N:8]2[CH2:13][CH2:12][N:11]([CH3:14])[CH2:10][CH2:9]2)=[CH:6][C:5]=1[NH-:15]. The catalyst class is: 4. (4) Reactant: [OH:1][C@@H:2]1[C:10]2[C:5](=[CH:6][CH:7]=[CH:8][CH:9]=2)[CH2:4][C@@:3]1([CH2:20][C:21]1[CH:29]=[CH:28][C:24]([C:25](O)=[O:26])=[CH:23][CH:22]=1)[C:11]1[CH2:12][C:13]2[C:18]([CH:19]=1)=[CH:17][CH:16]=[CH:15][CH:14]=2.C[CH2:31][N:32](CC)CC.CN.C(P1(=O)OP(CCC)(=O)OP(CCC)(=O)O1)CC. Product: [OH:1][C@@H:2]1[C:10]2[C:5](=[CH:6][CH:7]=[CH:8][CH:9]=2)[CH2:4][C@@:3]1([CH2:20][C:21]1[CH:29]=[CH:28][C:24]([C:25]([NH:32][CH3:31])=[O:26])=[CH:23][CH:22]=1)[C:11]1[CH2:12][C:13]2[C:18]([CH:19]=1)=[CH:17][CH:16]=[CH:15][CH:14]=2. The catalyst class is: 2. (5) Reactant: [CH2:1]([C:3]1[CH:8]=[CH:7][CH:6]=[C:5]([N:9]=[C:10]=[O:11])[CH:4]=1)[CH3:2].[C:12]([NH:15][C:16]1[NH:17][CH:18]=[C:19]([C:24]2[CH:29]=[CH:28][C:27]([NH2:30])=[CH:26][CH:25]=2)[C:20]=1[C:21]([NH2:23])=[O:22])(=[O:14])[CH3:13]. Product: [C:12]([NH:15][C:16]1[NH:17][CH:18]=[C:19]([C:24]2[CH:29]=[CH:28][C:27]([NH:30][C:10]([NH:9][C:5]3[CH:6]=[CH:7][CH:8]=[C:3]([CH2:1][CH3:2])[CH:4]=3)=[O:11])=[CH:26][CH:25]=2)[C:20]=1[C:21]([NH2:23])=[O:22])(=[O:14])[CH3:13]. The catalyst class is: 7. (6) Reactant: [CH:1]1([C@@H:7]([NH:9][C:10]([C:12]2[C:21]3[C:16](=[CH:17][CH:18]=[C:19]([F:22])[CH:20]=3)[N:15]=[C:14]([C:23]3[CH:28]=[CH:27][CH:26]=[CH:25][CH:24]=3)[C:13]=2[CH2:29]Br)=[O:11])[CH3:8])[CH2:6][CH2:5][CH2:4][CH2:3][CH2:2]1.[C:31]([O:35][C:36]([N:38]1[CH2:43][CH2:42][NH:41][CH2:40][CH2:39]1)=[O:37])([CH3:34])([CH3:33])[CH3:32].C(N(C(C)C)C(C)C)C. Product: [C:31]([O:35][C:36]([N:38]1[CH2:43][CH2:42][N:41]([CH2:29][C:13]2[C:14]([C:23]3[CH:28]=[CH:27][CH:26]=[CH:25][CH:24]=3)=[N:15][C:16]3[C:21]([C:12]=2[C:10](=[O:11])[NH:9][C@H:7]([CH:1]2[CH2:6][CH2:5][CH2:4][CH2:3][CH2:2]2)[CH3:8])=[CH:20][C:19]([F:22])=[CH:18][CH:17]=3)[CH2:40][CH2:39]1)=[O:37])([CH3:34])([CH3:32])[CH3:33]. The catalyst class is: 1. (7) Reactant: C([Li])CCC.Br[C:7]1[C:8]([CH2:13][O:14][CH3:15])=[N:9][O:10][C:11]=1[CH3:12].C([O:19][B:20](OC(C)C)[O:21]C(C)C)(C)C.Cl. Product: [CH3:15][O:14][CH2:13][C:8]1[C:7]([B:20]([OH:21])[OH:19])=[C:11]([CH3:12])[O:10][N:9]=1. The catalyst class is: 20.